From a dataset of Full USPTO retrosynthesis dataset with 1.9M reactions from patents (1976-2016). Predict the reactants needed to synthesize the given product. (1) Given the product [F:1][C:2]1[CH:3]=[C:4]([NH:26][C:37](=[O:44])[CH2:38][CH2:39][C:40]([O:42][CH3:43])=[O:41])[CH:5]=[CH:6][C:7]=1[C:8]1[S:9][C:10]2[C:15]([N:16]=1)=[CH:14][CH:13]=[C:12]([C:17]1([C:20]3[CH:21]=[CH:22][CH:23]=[CH:24][CH:25]=3)[CH2:18][CH2:19]1)[N:11]=2, predict the reactants needed to synthesize it. The reactants are: [F:1][C:2]1[CH:3]=[C:4]([NH2:26])[CH:5]=[CH:6][C:7]=1[C:8]1[S:9][C:10]2[C:15]([N:16]=1)=[CH:14][CH:13]=[C:12]([C:17]1([C:20]3[CH:25]=[CH:24][CH:23]=[CH:22][CH:21]=3)[CH2:19][CH2:18]1)[N:11]=2.C(N(C(C)C)C(C)C)C.Cl[C:37](=[O:44])[CH2:38][CH2:39][C:40]([O:42][CH3:43])=[O:41]. (2) Given the product [CH3:20][Si:19]([CH3:22])([CH3:21])[CH2:18][CH2:17][O:16][CH2:15][N:3]1[C:4]2=[N:5][CH:6]=[C:7]([C:10]#[N:11])[CH:8]=[C:9]2[N:1]=[CH:2]1, predict the reactants needed to synthesize it. The reactants are: [N:1]1[C:9]2[C:4](=[N:5][CH:6]=[C:7]([C:10]#[N:11])[CH:8]=2)[NH:3][CH:2]=1.[H-].[Na+].Cl[CH2:15][O:16][CH2:17][CH2:18][Si:19]([CH3:22])([CH3:21])[CH3:20]. (3) Given the product [NH2:32][C:33]1[CH:34]=[CH:27][N:28]=[CH:29][C:30]=1[NH:26][C:24]([NH:23][C:21]1[CH:22]=[C:17]([C:15]([N:12]2[CH2:13][CH2:14][CH:9]([C:6]3[CH:7]=[CH:8][C:3]([C:1]#[N:2])=[CH:4][CH:5]=3)[CH2:10][CH2:11]2)=[O:16])[CH:18]=[CH:19][C:20]=1[CH3:31])=[S:25], predict the reactants needed to synthesize it. The reactants are: [C:1]([C:3]1[CH:8]=[CH:7][C:6]([CH:9]2[CH2:14][CH2:13][N:12]([C:15]([C:17]3[CH:18]=[CH:19][C:20]([CH3:31])=[C:21]([NH:23][C:24]([N:26]4[CH:30]=[CH:29][N:28]=[CH:27]4)=[S:25])[CH:22]=3)=[O:16])[CH2:11][CH2:10]2)=[CH:5][CH:4]=1)#[N:2].[N:32]1C=CC(N)=[C:34](N)[CH:33]=1. (4) Given the product [F:23][CH:2]([F:1])[O:3][C:4]1[CH:9]=[CH:8][C:7]([C:10](=[O:21])[C:11]([C:13]2[CH:14]=[C:15]([F:20])[CH:16]=[C:17]([F:19])[CH:18]=2)=[O:12])=[CH:6][C:5]=1[CH3:22], predict the reactants needed to synthesize it. The reactants are: [F:1][CH:2]([F:23])[O:3][C:4]1[CH:9]=[CH:8][C:7]([CH:10]([OH:21])[C:11]([C:13]2[CH:18]=[C:17]([F:19])[CH:16]=[C:15]([F:20])[CH:14]=2)=[O:12])=[CH:6][C:5]=1[CH3:22].[N+]([O-])([O-])=O.[NH4+].C(OCC)(=O)C. (5) Given the product [CH3:15][C:12]1([CH3:16])[CH2:11][N:7]2[C:8]3[CH:9]=[CH:10][C:2]([CH:22]=[CH2:23])=[CH:3][C:4]=3[C:5]3([O:17][CH2:18][CH2:19][CH2:20][O:21]3)[C:6]2=[N:14][CH2:13]1, predict the reactants needed to synthesize it. The reactants are: Br[C:2]1[CH:10]=[CH:9][C:8]2[N:7]3[CH2:11][C:12]([CH3:16])([CH3:15])[CH2:13][N:14]=[C:6]3[C:5]3([O:21][CH2:20][CH2:19][CH2:18][O:17]3)[C:4]=2[CH:3]=1.[CH2:22]([Sn](CCCC)(CCCC)C=C)[CH2:23]CC. (6) Given the product [F:1][C:2]1[CH:3]=[C:4]([CH:5]=[C:6]([F:16])[C:7]=1[O:8][C:9]1[CH:14]=[CH:13][CH:12]=[C:11]([F:15])[CH:10]=1)[CH2:17][O:18][C:20]1[CH:21]=[C:22]2[N:29]([CH3:30])[C@@H:28]([CH3:31])[CH2:27][N:23]2[C:24](=[O:26])[N:25]=1, predict the reactants needed to synthesize it. The reactants are: [F:1][C:2]1[CH:3]=[C:4]([CH2:17][OH:18])[CH:5]=[C:6]([F:16])[C:7]=1[O:8][C:9]1[CH:14]=[CH:13][CH:12]=[C:11]([F:15])[CH:10]=1.Cl[C:20]1[CH:21]=[C:22]2[N:29]([CH3:30])[C@@H:28]([CH3:31])[CH2:27][N:23]2[C:24](=[O:26])[N:25]=1. (7) Given the product [ClH:36].[CH2:1]([O:8][C:9](=[O:35])[CH2:10][O:11][CH:12]([C:29](=[O:34])[N:30]([O:32][CH3:33])[CH3:31])[CH:13]([NH2:21])[CH2:14][C:15]1[CH:16]=[CH:17][CH:18]=[CH:19][CH:20]=1)[C:2]1[CH:7]=[CH:6][CH:5]=[CH:4][CH:3]=1, predict the reactants needed to synthesize it. The reactants are: [CH2:1]([O:8][C:9](=[O:35])[CH2:10][O:11][C@@H:12]([C:29](=[O:34])[N:30]([O:32][CH3:33])[CH3:31])[C@@H:13]([NH:21]C(OC(C)(C)C)=O)[CH2:14][C:15]1[CH:20]=[CH:19][CH:18]=[CH:17][CH:16]=1)[C:2]1[CH:7]=[CH:6][CH:5]=[CH:4][CH:3]=1.[ClH:36].O1CCOCC1.